This data is from Reaction yield outcomes from USPTO patents with 853,638 reactions. The task is: Predict the reaction yield, written as a fraction of the theoretical maximum amount of product (1.0 means a 100% yield; for example, 0.34 means a 34% yield). (1) The reactants are [Br:1][C:2]1[C:7]([C:8]2[C:9](=[O:25])[N:10]([CH2:23][CH3:24])[C:11]3[C:16]([CH:17]=2)=[CH:15][N:14]=[C:13]([NH:18][CH2:19][CH2:20]SC)[CH:12]=3)=[CH:6][C:5]([NH:26][C:27]([NH:29][C:30]2[CH:35]=[CH:34][CH:33]=[CH:32][CH:31]=2)=[O:28])=[C:4]([F:36])[CH:3]=1.[CH:37]1C=C(Cl)C=C(C(OO)=O)C=1.[O-:48][S:49]([O-:51])=O.[Na+].[Na+]. The catalyst is C(Cl)Cl. The product is [Br:1][C:2]1[C:7]([C:8]2[C:9](=[O:25])[N:10]([CH2:23][CH3:24])[C:11]3[C:16]([CH:17]=2)=[CH:15][N:14]=[C:13]([NH:18][CH2:19][CH2:20][S:49]([CH3:37])(=[O:51])=[O:48])[CH:12]=3)=[CH:6][C:5]([NH:26][C:27]([NH:29][C:30]2[CH:35]=[CH:34][CH:33]=[CH:32][CH:31]=2)=[O:28])=[C:4]([F:36])[CH:3]=1. The yield is 0.610. (2) The reactants are [C:1]1([CH2:7][CH2:8][CH2:9][CH2:10][C:11]2([CH2:16][CH2:17][CH2:18][CH2:19][CH2:20][CH2:21][CH2:22][CH2:23][OH:24])[O:15][CH2:14][CH2:13][O:12]2)[CH:6]=[CH:5][CH:4]=[CH:3][CH:2]=1.C(=O)(O)[O-].[Na+].Cl[O-].[Na+]. The catalyst is C1(C)C=CC=CC=1. The product is [C:1]1([CH2:7][CH2:8][CH2:9][CH2:10][C:11]2([CH2:16][CH2:17][CH2:18][CH2:19][CH2:20][CH2:21][CH2:22][CH:23]=[O:24])[O:15][CH2:14][CH2:13][O:12]2)[CH:2]=[CH:3][CH:4]=[CH:5][CH:6]=1. The yield is 0.640. (3) The reactants are Br[CH2:2][C:3]([C:5]1[S:6][C:7]([F:10])=[CH:8][CH:9]=1)=[O:4].C(=O)([O-])[O-].[K+].[K+].[CH2:17]([NH:20][CH2:21][CH:22]=[CH2:23])[CH:18]=[CH2:19]. The catalyst is C(#N)C.C(OCC)(=O)C.O. The product is [CH2:17]([N:20]([CH2:21][CH:22]=[CH2:23])[CH2:2][C:3]([C:5]1[S:6][C:7]([F:10])=[CH:8][CH:9]=1)=[O:4])[CH:18]=[CH2:19]. The yield is 0.870. (4) The reactants are CS([C:4]1[N:9]=[C:8]([NH:10][C:11]2[S:12][C:13]3[CH:19]=[C:18]([N+:20]([O-:22])=[O:21])[CH:17]=[CH:16][C:14]=3[N:15]=2)[CH:7]=[C:6]([CH2:23][N:24]2[CH2:29][CH2:28][O:27][CH2:26][CH2:25]2)[N:5]=1)=O.[NH2:30][C@H:31]1[CH2:36][CH2:35][C@H:34]([OH:37])[CH2:33][CH2:32]1.C(N(C(C)C)CC)(C)C. The catalyst is C(O)(C)C. The product is [N:24]1([CH2:23][C:6]2[CH:7]=[C:8]([NH:10][C:11]3[S:12][C:13]4[CH:19]=[C:18]([N+:20]([O-:22])=[O:21])[CH:17]=[CH:16][C:14]=4[N:15]=3)[N:9]=[C:4]([NH:30][C@H:31]3[CH2:36][CH2:35][C@H:34]([OH:37])[CH2:33][CH2:32]3)[N:5]=2)[CH2:29][CH2:28][O:27][CH2:26][CH2:25]1. The yield is 0.0400. (5) The reactants are [F:1][C:2]1[CH:7]=[CH:6][CH:5]=[CH:4][CH:3]=1.[Cl-].[Cl-].[Cl-].[Al+3].[C:12]1(=[O:18])[O:17][C:15](=[O:16])[CH2:14][CH2:13]1. The catalyst is C(Cl)Cl. The product is [F:1][C:2]1[CH:7]=[CH:6][C:5]([C:12](=[O:18])[CH2:13][CH2:14][C:15]([OH:17])=[O:16])=[CH:4][CH:3]=1. The yield is 0.596.